Dataset: Catalyst prediction with 721,799 reactions and 888 catalyst types from USPTO. Task: Predict which catalyst facilitates the given reaction. (1) Reactant: Cl[C:2]1[C:3]([C:12]([NH:14][C:15]2[CH:20]=[CH:19][N:18]=[C:17]([C:21]([O:23]C)=[O:22])[CH:16]=2)=[O:13])=[N:4][C:5]2[C:10]([N:11]=1)=[CH:9][CH:8]=[CH:7][CH:6]=2.[F:25][C:26]([F:36])([F:35])[O:27][C:28]1[CH:33]=[CH:32][C:31]([OH:34])=[CH:30][CH:29]=1.C([O-])([O-])=O.[K+].[K+].Cl. Product: [F:25][C:26]([F:35])([F:36])[O:27][C:28]1[CH:29]=[CH:30][C:31]([O:34][C:2]2[C:3]([C:12]([NH:14][C:15]3[CH:20]=[CH:19][N:18]=[C:17]([C:21]([OH:23])=[O:22])[CH:16]=3)=[O:13])=[N:4][C:5]3[C:10]([N:11]=2)=[CH:9][CH:8]=[CH:7][CH:6]=3)=[CH:32][CH:33]=1. The catalyst class is: 179. (2) Reactant: [C:1]([O:4][C@H:5]1[C@@H:9]([O:10][C:11](=[O:13])[CH3:12])[CH:8](OC(=O)C)[O:7][C@@H:6]1[C:18]1[CH:22]=[C:21]([CH2:23][CH3:24])[O:20][N:19]=1)(=[O:3])[CH3:2].[Cl:25][C:26]1[N:34]=[C:33]2[C:29]([NH:30][CH:31]=[N:32]2)=[C:28]([Cl:35])[N:27]=1.N12CCCN=C1CCCCC2.FC(F)(F)S(O[Si](C)(C)C)(=O)=O. Product: [C:11]([O:10][C@@H:9]1[C@H:5]([O:4][C:1](=[O:3])[CH3:2])[C@@H:6]([C:18]2[CH:22]=[C:21]([CH2:23][CH3:24])[O:20][N:19]=2)[O:7][C@H:8]1[N:32]1[CH:31]=[N:30][C:29]2[C:33]1=[N:34][C:26]([Cl:25])=[N:27][C:28]=2[Cl:35])(=[O:13])[CH3:12]. The catalyst class is: 10. (3) Reactant: CC1(C)[O:6][C@@H:5]2[C@H:7]([C:20]3[CH:25]=[CH:24][CH:23]=[CH:22][CH:21]=3)[O:8][C@@H:9]([N:10]3[C:14]4[N:15]=[CH:16][N:17]=[C:18]([CH3:19])[C:13]=4[CH:12]=[CH:11]3)[C@@H:4]2[O:3]1.O. Product: [CH3:19][C:18]1[C:13]2[CH:12]=[CH:11][N:10]([C@H:9]3[C@H:4]([OH:3])[C@H:5]([OH:6])[C@H:7]([C:20]4[CH:21]=[CH:22][CH:23]=[CH:24][CH:25]=4)[O:8]3)[C:14]=2[N:15]=[CH:16][N:17]=1. The catalyst class is: 67.